The task is: Predict the product of the given reaction.. This data is from Forward reaction prediction with 1.9M reactions from USPTO patents (1976-2016). (1) Given the reactants [Cl:1][C:2]1[CH:31]=[CH:30][CH:29]=[C:28]([Cl:32])[C:3]=1[C:4]([NH:6][C@@H:7]([CH2:11]/[CH:12]=[CH:13]/[C:14]1[CH:19]=[CH:18][C:17]([C:20]2([O:26][CH3:27])[CH2:25][CH2:24][O:23][CH2:22][CH2:21]2)=[CH:16][CH:15]=1)[C:8]([OH:10])=[O:9])=[O:5].[OH-].[Na+:34], predict the reaction product. The product is: [Na+:34].[Cl:1][C:2]1[CH:31]=[CH:30][CH:29]=[C:28]([Cl:32])[C:3]=1[C:4]([NH:6][C@@H:7]([CH2:11]/[CH:12]=[CH:13]/[C:14]1[CH:19]=[CH:18][C:17]([C:20]2([O:26][CH3:27])[CH2:25][CH2:24][O:23][CH2:22][CH2:21]2)=[CH:16][CH:15]=1)[C:8]([O-:10])=[O:9])=[O:5]. (2) Given the reactants [CH2:1]([O:5][CH2:6][CH2:7][O:8][C:9]1[CH:14]=[CH:13][C:12]([C:15]2[CH:16]=[CH:17][C:18]3[NH:24][CH2:23][CH2:22][C:21]([C:25]([NH:27][C:28]4[CH:33]=[CH:32][C:31]([C@H:34]([OH:42])[C:35]5[CH:40]=[CH:39][CH:38]=[CH:37][N+:36]=5[O-:41])=[CH:30][CH:29]=4)=[O:26])=[CH:20][C:19]=3[CH:43]=2)=[CH:11][CH:10]=1)[CH2:2][CH2:3][CH3:4].[CH:44]([C:46]1[N:50]([CH3:51])[N:49]=[CH:48][CH:47]=1)=O.C(O[BH-](OC(=O)C)OC(=O)C)(=O)C.[Na+].C(O)(=O)C, predict the reaction product. The product is: [CH2:1]([O:5][CH2:6][CH2:7][O:8][C:9]1[CH:10]=[CH:11][C:12]([C:15]2[CH:16]=[CH:17][C:18]3[N:24]([CH2:44][C:46]4[N:50]([CH3:51])[N:49]=[CH:48][CH:47]=4)[CH2:23][CH2:22][C:21]([C:25]([NH:27][C:28]4[CH:29]=[CH:30][C:31]([C@H:34]([OH:42])[C:35]5[CH:40]=[CH:39][CH:38]=[CH:37][N+:36]=5[O-:41])=[CH:32][CH:33]=4)=[O:26])=[CH:20][C:19]=3[CH:43]=2)=[CH:13][CH:14]=1)[CH2:2][CH2:3][CH3:4].